The task is: Predict the product of the given reaction.. This data is from Forward reaction prediction with 1.9M reactions from USPTO patents (1976-2016). (1) Given the reactants [CH:1]1([CH2:4][O:5][C:6]2[CH:11]=[C:10]([F:12])[CH:9]=[CH:8][C:7]=2[C:13]2[CH:18]=[CH:17][C:16](C=O)=[CH:15][C:14]=2[O:21][CH2:22][CH3:23])[CH2:3][CH2:2]1.[CH2:24]([O:26][C:27]([C:29]1([CH3:50])[CH2:34][CH2:33][N:32]([C:35]2[CH2:49][C:38]3([CH2:41][N:40]([C:42](OC(C)(C)C)=O)[CH2:39]3)[O:37][N:36]=2)[CH2:31][CH2:30]1)=[O:28])[CH3:25], predict the reaction product. The product is: [CH:1]1([CH2:4][O:5][C:6]2[CH:11]=[C:10]([F:12])[CH:9]=[CH:8][C:7]=2[C:13]2[CH:18]=[CH:17][C:16]([CH2:42][N:40]3[CH2:39][C:38]4([CH2:49][C:35]([N:32]5[CH2:33][CH2:34][C:29]([CH3:50])([C:27]([O:26][CH2:24][CH3:25])=[O:28])[CH2:30][CH2:31]5)=[N:36][O:37]4)[CH2:41]3)=[CH:15][C:14]=2[O:21][CH2:22][CH3:23])[CH2:2][CH2:3]1. (2) Given the reactants [H-].[Na+].[CH3:3][C:4]1[O:8][C:7]([C:9]2[CH:14]=[CH:13][CH:12]=[CH:11][CH:10]=2)=[N:6][C:5]=1[CH2:15][CH2:16][O:17][C:18]1[CH:23]=[CH:22][C:21]([CH2:24][C@H:25]([NH:31][CH2:32][C:33]2[CH:38]=[CH:37][C:36]([F:39])=[CH:35][CH:34]=2)[C:26]([O:28][CH2:29][CH3:30])=[O:27])=[CH:20][CH:19]=1.[CH3:40]I.O, predict the reaction product. The product is: [CH3:3][C:4]1[O:8][C:7]([C:9]2[CH:14]=[CH:13][CH:12]=[CH:11][CH:10]=2)=[N:6][C:5]=1[CH2:15][CH2:16][O:17][C:18]1[CH:23]=[CH:22][C:21]([CH2:24][C@H:25]([N:31]([CH2:32][C:33]2[CH:38]=[CH:37][C:36]([F:39])=[CH:35][CH:34]=2)[CH3:40])[C:26]([O:28][CH2:29][CH3:30])=[O:27])=[CH:20][CH:19]=1. (3) Given the reactants [CH3:1][N:2]1[C:10]2[C:5](=[CH:6][CH:7]=[C:8]([N:11]3[CH2:16][CH2:15][N:14]([CH2:17][CH2:18][C:19]4[CH:24]=[CH:23][CH:22]=[CH:21][CH:20]=4)[CH2:13][C:12]3=[O:25])[CH:9]=2)[C:4]2[CH2:26][CH2:27][N:28](C(OC(C)(C)C)=O)[CH2:29][C:3]1=2.[ClH:37], predict the reaction product. The product is: [ClH:37].[CH3:1][N:2]1[C:10]2[C:5](=[CH:6][CH:7]=[C:8]([N:11]3[CH2:16][CH2:15][N:14]([CH2:17][CH2:18][C:19]4[CH:24]=[CH:23][CH:22]=[CH:21][CH:20]=4)[CH2:13][C:12]3=[O:25])[CH:9]=2)[C:4]2[CH2:26][CH2:27][NH:28][CH2:29][C:3]1=2. (4) Given the reactants [Br:1][C:2]1[CH:3]=[C:4]([CH:9]=[C:10]([N+:12]([O-:14])=[O:13])[CH:11]=1)[C:5]([NH:7][CH3:8])=O.S(OS(C(F)(F)F)(=O)=O)(C(F)(F)F)(=O)=O.[N-:30]=[N+:31]=[N-:32].[Na+].C([O-])(O)=O.[Na+], predict the reaction product. The product is: [Br:1][C:2]1[CH:3]=[C:4]([C:5]2[N:7]([CH3:8])[N:32]=[N:31][N:30]=2)[CH:9]=[C:10]([N+:12]([O-:14])=[O:13])[CH:11]=1. (5) Given the reactants [F:1][C:2]([F:34])([F:33])[C:3]1[CH:32]=[CH:31][CH:30]=[CH:29][C:4]=1[O:5][CH:6]1[CH2:11][CH2:10][N:9]([C:12]2[N:17]=[CH:16][C:15]([C:18]3[CH:19]=[N:20][N:21]([CH2:23][C:24]([O:26]CC)=[O:25])[CH:22]=3)=[CH:14][N:13]=2)[CH2:8][CH2:7]1.[OH-].[Na+], predict the reaction product. The product is: [F:34][C:2]([F:1])([F:33])[C:3]1[CH:32]=[CH:31][CH:30]=[CH:29][C:4]=1[O:5][CH:6]1[CH2:11][CH2:10][N:9]([C:12]2[N:17]=[CH:16][C:15]([C:18]3[CH:19]=[N:20][N:21]([CH2:23][C:24]([OH:26])=[O:25])[CH:22]=3)=[CH:14][N:13]=2)[CH2:8][CH2:7]1. (6) Given the reactants [CH3:1][S:2][C:3]1[N:12]=[CH:11][C:10]2[C:9](=[O:13])[CH2:8][CH2:7][CH2:6][C:5]=2[N:4]=1.[CH3:14][N:15]([CH:17](OC)OC)[CH3:16], predict the reaction product. The product is: [CH3:14][N:15](/[CH:17]=[C:8]1/[C:9](=[O:13])[C:10]2[CH:11]=[N:12][C:3]([S:2][CH3:1])=[N:4][C:5]=2[CH2:6][CH2:7]/1)[CH3:16]. (7) The product is: [CH:24]1([NH:28][C:2]2[N:7]3[N:8]=[C:9]([NH:11][C:12](=[O:19])[C:13]4[CH:18]=[CH:17][CH:16]=[N:15][CH:14]=4)[N:10]=[C:6]3[CH:5]=[C:4]([C:20]([F:23])([F:22])[F:21])[CH:3]=2)[CH2:27][CH2:26][CH2:25]1. Given the reactants Cl[C:2]1[N:7]2[N:8]=[C:9]([NH:11][C:12](=[O:19])[C:13]3[CH:18]=[CH:17][CH:16]=[N:15][CH:14]=3)[N:10]=[C:6]2[CH:5]=[C:4]([C:20]([F:23])([F:22])[F:21])[CH:3]=1.[CH:24]1([NH2:28])[CH2:27][CH2:26][CH2:25]1, predict the reaction product. (8) Given the reactants C[O:2][C:3]1[CH:8]=[C:7]([CH3:9])[N:6]([CH3:10])[C:5](=[O:11])[C:4]=1[C:12](=[O:27])[CH:13]=[CH:14][C:15]1[CH:20]=[CH:19][CH:18]=[C:17]([O:21][CH2:22][C:23]([O:25][CH3:26])=[O:24])[CH:16]=1.[Br:28]Br, predict the reaction product. The product is: [Br:28][C:8]1[C:3]([OH:2])=[C:4]([C:12](=[O:27])[CH:13]=[CH:14][C:15]2[CH:20]=[CH:19][CH:18]=[C:17]([O:21][CH2:22][C:23]([O:25][CH3:26])=[O:24])[CH:16]=2)[C:5](=[O:11])[N:6]([CH3:10])[C:7]=1[CH3:9].